This data is from Reaction yield outcomes from USPTO patents with 853,638 reactions. The task is: Predict the reaction yield, written as a fraction of the theoretical maximum amount of product (1.0 means a 100% yield; for example, 0.34 means a 34% yield). The reactants are [F:1][C:2]1[CH:3]=[C:4]([C:12]2[C:13]3[CH2:20][CH2:19][CH:18]([CH2:21][C:22]([NH:24][CH3:25])=[O:23])[C:14]=3[CH:15]=[N:16][CH:17]=2)[CH:5]=[CH:6][C:7]=1[C:8]([F:11])([F:10])[F:9].[CH2:26](N)[CH2:27]C. No catalyst specified. The product is [F:1][C:2]1[CH:3]=[C:4]([C:12]2[C:13]3[CH2:20][CH2:19][CH:18]([CH2:21][C:22]([NH:24][CH2:25][CH2:26][CH3:27])=[O:23])[C:14]=3[CH:15]=[N:16][CH:17]=2)[CH:5]=[CH:6][C:7]=1[C:8]([F:11])([F:9])[F:10]. The yield is 0.130.